From a dataset of Full USPTO retrosynthesis dataset with 1.9M reactions from patents (1976-2016). Predict the reactants needed to synthesize the given product. Given the product [N+:20]([C:17]1[CH:18]=[CH:19][C:14]([S:1][CH:2]2[CH2:7][CH2:6][CH:5]([C:8]([O:10][CH3:24])=[O:9])[CH2:4][CH2:3]2)=[CH:15][CH:16]=1)([O-:22])=[O:21], predict the reactants needed to synthesize it. The reactants are: [SH:1][C@@H:2]1[CH2:7][CH2:6][C@H:5]([C:8]([OH:10])=[O:9])[CH2:4][CH2:3]1.[H-].[Na+].F[C:14]1[CH:19]=[CH:18][C:17]([N+:20]([O-:22])=[O:21])=[CH:16][CH:15]=1.Cl.[CH3:24]CCC(C)C.C[Si](C=[N+]=[N-])(C)C.